Dataset: NCI-60 drug combinations with 297,098 pairs across 59 cell lines. Task: Regression. Given two drug SMILES strings and cell line genomic features, predict the synergy score measuring deviation from expected non-interaction effect. (1) Drug 1: CC1CCC2CC(C(=CC=CC=CC(CC(C(=O)C(C(C(=CC(C(=O)CC(OC(=O)C3CCCCN3C(=O)C(=O)C1(O2)O)C(C)CC4CCC(C(C4)OC)O)C)C)O)OC)C)C)C)OC. Drug 2: C1CN(CCN1C(=O)CCBr)C(=O)CCBr. Cell line: TK-10. Synergy scores: CSS=10.3, Synergy_ZIP=-4.87, Synergy_Bliss=0.907, Synergy_Loewe=-6.13, Synergy_HSA=0.439. (2) Drug 1: CC1CCC2CC(C(=CC=CC=CC(CC(C(=O)C(C(C(=CC(C(=O)CC(OC(=O)C3CCCCN3C(=O)C(=O)C1(O2)O)C(C)CC4CCC(C(C4)OC)O)C)C)O)OC)C)C)C)OC. Synergy scores: CSS=25.6, Synergy_ZIP=-7.23, Synergy_Bliss=0.319, Synergy_Loewe=-1.04, Synergy_HSA=2.40. Cell line: DU-145. Drug 2: CCN(CC)CCCC(C)NC1=C2C=C(C=CC2=NC3=C1C=CC(=C3)Cl)OC. (3) Drug 1: CC12CCC3C(C1CCC2=O)CC(=C)C4=CC(=O)C=CC34C. Drug 2: C1C(C(OC1N2C=NC3=C(N=C(N=C32)Cl)N)CO)O. Cell line: SF-539. Synergy scores: CSS=17.0, Synergy_ZIP=-1.15, Synergy_Bliss=-0.838, Synergy_Loewe=0.0366, Synergy_HSA=-0.555. (4) Drug 1: C1=C(C(=O)NC(=O)N1)N(CCCl)CCCl. Drug 2: C1=NC(=NC(=O)N1C2C(C(C(O2)CO)O)O)N. Cell line: MDA-MB-231. Synergy scores: CSS=19.4, Synergy_ZIP=-1.48, Synergy_Bliss=-2.33, Synergy_Loewe=-2.72, Synergy_HSA=-2.47. (5) Cell line: SR. Drug 2: C1=C(C(=O)NC(=O)N1)N(CCCl)CCCl. Drug 1: CC1C(C(CC(O1)OC2CC(CC3=C2C(=C4C(=C3O)C(=O)C5=C(C4=O)C(=CC=C5)OC)O)(C(=O)C)O)N)O.Cl. Synergy scores: CSS=91.6, Synergy_ZIP=9.71, Synergy_Bliss=9.63, Synergy_Loewe=9.88, Synergy_HSA=12.4. (6) Drug 1: CC1OCC2C(O1)C(C(C(O2)OC3C4COC(=O)C4C(C5=CC6=C(C=C35)OCO6)C7=CC(=C(C(=C7)OC)O)OC)O)O. Drug 2: CC12CCC3C(C1CCC2OP(=O)(O)O)CCC4=C3C=CC(=C4)OC(=O)N(CCCl)CCCl.[Na+]. Cell line: UACC-257. Synergy scores: CSS=0.562, Synergy_ZIP=-6.10, Synergy_Bliss=-9.33, Synergy_Loewe=-11.6, Synergy_HSA=-8.59.